From a dataset of Forward reaction prediction with 1.9M reactions from USPTO patents (1976-2016). Predict the product of the given reaction. Given the reactants [Cl-].[Li+].[BH4-].[Na+].[Cl:5][C:6]1[CH:7]=[C:8]2[N:26]([CH2:27][O:28][CH2:29][CH2:30][Si:31]([CH3:34])([CH3:33])[CH3:32])[C:25]([O:35][C@H:36]3[C@H:40]4[O:41][CH2:42][CH:43]([CH2:44][C:45](OCC)=[O:46])[C@H:39]4[O:38][CH2:37]3)=[N:24][C:9]2=[N:10][C:11]=1[C:12]1[CH:17]=[CH:16][C:15]([C:18]2[CH:23]=[CH:22][CH:21]=[CH:20][CH:19]=2)=[CH:14][CH:13]=1, predict the reaction product. The product is: [Cl:5][C:6]1[CH:7]=[C:8]2[N:26]([CH2:27][O:28][CH2:29][CH2:30][Si:31]([CH3:34])([CH3:33])[CH3:32])[C:25]([O:35][C@H:36]3[C@H:40]4[O:41][CH2:42][CH:43]([CH2:44][CH2:45][OH:46])[C@H:39]4[O:38][CH2:37]3)=[N:24][C:9]2=[N:10][C:11]=1[C:12]1[CH:17]=[CH:16][C:15]([C:18]2[CH:23]=[CH:22][CH:21]=[CH:20][CH:19]=2)=[CH:14][CH:13]=1.